From a dataset of NCI-60 drug combinations with 297,098 pairs across 59 cell lines. Regression. Given two drug SMILES strings and cell line genomic features, predict the synergy score measuring deviation from expected non-interaction effect. (1) Drug 1: C1=CC(=CC=C1CCC2=CNC3=C2C(=O)NC(=N3)N)C(=O)NC(CCC(=O)O)C(=O)O. Drug 2: C1=C(C(=O)NC(=O)N1)F. Synergy scores: CSS=35.4, Synergy_ZIP=-4.37, Synergy_Bliss=-3.73, Synergy_Loewe=-0.181, Synergy_HSA=0.650. Cell line: RXF 393. (2) Drug 1: CCCCC(=O)OCC(=O)C1(CC(C2=C(C1)C(=C3C(=C2O)C(=O)C4=C(C3=O)C=CC=C4OC)O)OC5CC(C(C(O5)C)O)NC(=O)C(F)(F)F)O. Drug 2: CC1C(C(CC(O1)OC2CC(CC3=C2C(=C4C(=C3O)C(=O)C5=C(C4=O)C(=CC=C5)OC)O)(C(=O)CO)O)N)O.Cl. Cell line: NCIH23. Synergy scores: CSS=39.1, Synergy_ZIP=-2.28, Synergy_Bliss=-3.51, Synergy_Loewe=-6.33, Synergy_HSA=-1.98.